This data is from Peptide-MHC class II binding affinity with 134,281 pairs from IEDB. The task is: Regression. Given a peptide amino acid sequence and an MHC pseudo amino acid sequence, predict their binding affinity value. This is MHC class II binding data. (1) The MHC is DRB1_1301 with pseudo-sequence DRB1_1301. The binding affinity (normalized) is 0. The peptide sequence is NPPFGDSYIIVGRGD. (2) The peptide sequence is EKKYFAATQFEPMAA. The MHC is HLA-DPA10201-DPB11401 with pseudo-sequence HLA-DPA10201-DPB11401. The binding affinity (normalized) is 0.508. (3) The peptide sequence is GILQIVDKIDAAFKI. The MHC is DRB1_0802 with pseudo-sequence DRB1_0802. The binding affinity (normalized) is 0.578. (4) The peptide sequence is EYDVSIYEPEDLGNC. The MHC is DRB1_0101 with pseudo-sequence DRB1_0101. The binding affinity (normalized) is 0.271. (5) The peptide sequence is IYKASPTLAFPAGVC. The MHC is DRB1_0301 with pseudo-sequence DRB1_0301. The binding affinity (normalized) is 0.166. (6) The peptide sequence is YKKLRTSSFALNLPT. The MHC is HLA-DPA10103-DPB10301 with pseudo-sequence HLA-DPA10103-DPB10301. The binding affinity (normalized) is 0.914. (7) The peptide sequence is VWGKNSCAKNYNCKI. The MHC is DRB3_0202 with pseudo-sequence DRB3_0202. The binding affinity (normalized) is 0.338.